From a dataset of Reaction yield outcomes from USPTO patents with 853,638 reactions. Predict the reaction yield, written as a fraction of the theoretical maximum amount of product (1.0 means a 100% yield; for example, 0.34 means a 34% yield). (1) The reactants are [Cl:1][C:2]1[CH:3]=[CH:4][C:5]([NH:8][C:9](=[O:31])[C:10]2[CH:15]=[C:14]([C:16]([O:18]C)=[O:17])[CH:13]=[CH:12][C:11]=2[NH:20][CH2:21][CH:22]2[CH2:27][CH2:26][N:25]([CH:28]([CH3:30])[CH3:29])[CH2:24][CH2:23]2)=[N:6][CH:7]=1.CO.O.O.O.O.O.O.O.O.[OH-].[Ba+2].[OH-].[ClH:45]. The catalyst is O.C1COCC1. The product is [ClH:1].[ClH:45].[ClH:1].[C:16]([C:14]1[CH:13]=[CH:12][C:11]([NH:20][CH2:21][CH:22]2[CH2:27][CH2:26][N:25]([CH:28]([CH3:30])[CH3:29])[CH2:24][CH2:23]2)=[C:10]([CH:15]=1)[C:9]([NH:8][C:5]1[CH:4]=[CH:3][C:2]([Cl:1])=[CH:7][N:6]=1)=[O:31])([OH:18])=[O:17]. The yield is 0.520. (2) The reactants are [CH:1]([C:3]1([NH:9][C:10](=[O:20])[CH2:11][C:12]2[CH:17]=[CH:16][C:15]([O:18][CH3:19])=[CH:14][CH:13]=2)[CH2:8][CH2:7][CH2:6][CH2:5][CH2:4]1)=O.[OH-].[Na+]. The catalyst is CCO. The product is [CH3:19][O:18][C:15]1[CH:16]=[CH:17][C:12]([C:11]2[C:10](=[O:20])[NH:9][C:3]3([CH2:8][CH2:7][CH2:6][CH2:5][CH2:4]3)[CH:1]=2)=[CH:13][CH:14]=1. The yield is 0.340. (3) The reactants are [CH2:1]([O:3][P:4]([N:9]1[CH2:22][CH2:21][N:20](S(C2C=CC=CC=2[N+]([O-])=O)(=O)=O)[CH2:19][CH2:18][CH2:17][CH2:16][CH2:15][CH2:14][CH2:13][N:12]([S:35]([C:38]2[CH:43]=[CH:42][CH:41]=[CH:40][C:39]=2[N+:44]([O-:46])=[O:45])(=[O:37])=[O:36])[CH2:11][CH2:10]1)([O:6][CH2:7][CH3:8])=[O:5])[CH3:2].C([O-])([O-])=O.[K+].[K+].C1(S)C=CC=CC=1. The catalyst is CN(C=O)C. The product is [CH2:7]([O:6][P:4]([N:9]1[CH2:10][CH2:11][N:12]([S:35]([C:38]2[CH:43]=[CH:42][CH:41]=[CH:40][C:39]=2[N+:44]([O-:46])=[O:45])(=[O:37])=[O:36])[CH2:13][CH2:14][CH2:15][CH2:16][CH2:17][CH2:18][CH2:19][NH:20][CH2:21][CH2:22]1)([O:3][CH2:1][CH3:2])=[O:5])[CH3:8]. The yield is 0.230. (4) The reactants are C([N:8](CC1C=CC=CC=1)[C@@H:9]([C:13](=[O:18])[C:14]([CH3:17])([CH3:16])[CH3:15])[C:10]([O-:12])=[O:11])C1C=CC=CC=1.[C:34](O[C:34]([O:36][C:37]([CH3:40])([CH3:39])[CH3:38])=[O:35])([O:36][C:37]([CH3:40])([CH3:39])[CH3:38])=[O:35].[CH3:41][CH2:42]O. The catalyst is [OH-].[OH-].[Pd+2]. The product is [C:37]([O:36][C:34]([NH:8][C@@H:9]([C:13](=[O:18])[C:14]([CH3:15])([CH3:16])[CH3:17])[C:10]([O:12][CH2:41][CH3:42])=[O:11])=[O:35])([CH3:38])([CH3:39])[CH3:40]. The yield is 0.640. (5) The reactants are Cl[C:2]1[CH:7]=[C:6]([Cl:8])[N:5]=[N:4][C:3]=1[C:9]([O:11][CH2:12][CH3:13])=[O:10].[F:14][C:15]([F:24])([F:23])[C:16]1[N:21]=[C:20]([NH2:22])[CH:19]=[CH:18][CH:17]=1. The catalyst is C(#N)C. The product is [Cl:8][C:6]1[N:5]=[N:4][C:3]([C:9]([O:11][CH2:12][CH3:13])=[O:10])=[C:2]([NH:22][C:20]2[CH:19]=[CH:18][CH:17]=[C:16]([C:15]([F:23])([F:14])[F:24])[N:21]=2)[CH:7]=1. The yield is 0.190. (6) The reactants are [CH3:1][O:2][C:3]1[CH:8]=[CH:7][N:6]=[CH:5][C:4]=1[NH2:9].[C:10]([CH2:12][C:13](O)=[O:14])#[N:11].Cl.C(N=C=NCCCN(C)C)C. The catalyst is C1COCC1.CN(C1C=CN=CC=1)C. The product is [C:10]([CH2:12][C:13]([NH:9][C:4]1[CH:5]=[N:6][CH:7]=[CH:8][C:3]=1[O:2][CH3:1])=[O:14])#[N:11]. The yield is 0.780. (7) The reactants are [CH2:1]([NH:4][CH2:5][C:6]1[CH:7]=[CH:8][CH:9]=[C:10]2[C:14]=1[NH:13][CH:12]=[CH:11]2)[CH:2]=[CH2:3].[C:15](O[C:15]([O:17][C:18]([CH3:21])([CH3:20])[CH3:19])=[O:16])([O:17][C:18]([CH3:21])([CH3:20])[CH3:19])=[O:16]. The catalyst is O1CCCC1.C(OCC)(=O)C. The product is [C:18]([O:17][C:15]([N:4]([CH2:1][CH:2]=[CH2:3])[CH2:5][C:6]1[CH:7]=[CH:8][CH:9]=[C:10]2[C:14]=1[NH:13][CH:12]=[CH:11]2)=[O:16])([CH3:21])([CH3:20])[CH3:19]. The yield is 1.00.